From a dataset of HIV replication inhibition screening data with 41,000+ compounds from the AIDS Antiviral Screen. Binary Classification. Given a drug SMILES string, predict its activity (active/inactive) in a high-throughput screening assay against a specified biological target. (1) The drug is CC=C1CN2CCc3c([nH]c4ccccc34)C2C=C1CCO. The result is 0 (inactive). (2) The compound is Cn1cnc([N+](=O)[O-])c1SC1=NCCS1. The result is 0 (inactive). (3) The drug is N#Cc1c(NC(=O)C(F)(F)F)sc2c3c(=O)c4ccccc4c(=O)c=3oc3ccccc3c12. The result is 0 (inactive). (4) The drug is CC1(CO[N+](=O)[O-])OC(=O)N2CCCC21. The result is 0 (inactive). (5) The result is 0 (inactive). The compound is CC1CCC2(OC1)OC1CC3C4CCC5CC(OC6OC(CO)C(OC7OC(CO)C(O)C(O)C7O)C(O)C6OC6OC(C)C(O)C(O)C6O)C(O)CC5(C)C4CCC3(C)C1C2C. (6) The molecule is COc1ccc2nc3c([N+](=O)[O-])ccc4c3c(c2c1)N=CN4CCCN(C)C.Cl. The result is 0 (inactive). (7) The drug is C=C1c2nc3ccccc3n2C=C(c2ccc(Cl)cc2)N1c1ccc(OC)cc1. The result is 0 (inactive). (8) The drug is O=C1c2ccccc2C(=O)c2c(S)cccc21. The result is 1 (active). (9) The molecule is O=C(c1c(O)cc(O)cc1O)c1c(-c2ccc(O)cc2)oc2cc(O)c3c(c12)OC(c1ccc(O)cc1)C(O)C3. The result is 1 (active). (10) The drug is CN(C)CCC=C1c2ccccc2C=Cc2ccccc21. The result is 0 (inactive).